Dataset: Reaction yield outcomes from USPTO patents with 853,638 reactions. Task: Predict the reaction yield, written as a fraction of the theoretical maximum amount of product (1.0 means a 100% yield; for example, 0.34 means a 34% yield). The reactants are [CH3:1][O:2][C:3]1[N:8]=[CH:7][C:6]([N:9]2[C:13]([C:14]3[CH:15]=[N:16][C:17]([CH3:20])=[CH:18][CH:19]=3)=[CH:12][C:11]([C:21]([OH:23])=O)=[N:10]2)=[CH:5][CH:4]=1.[CH2:24]([NH:26][CH3:27])[CH3:25]. No catalyst specified. The product is [CH2:24]([N:26]([CH3:27])[C:21]([C:11]1[CH:12]=[C:13]([C:14]2[CH:15]=[N:16][C:17]([CH3:20])=[CH:18][CH:19]=2)[N:9]([C:6]2[CH:7]=[N:8][C:3]([O:2][CH3:1])=[CH:4][CH:5]=2)[N:10]=1)=[O:23])[CH3:25]. The yield is 0.480.